Dataset: CYP2D6 inhibition data for predicting drug metabolism from PubChem BioAssay. Task: Regression/Classification. Given a drug SMILES string, predict its absorption, distribution, metabolism, or excretion properties. Task type varies by dataset: regression for continuous measurements (e.g., permeability, clearance, half-life) or binary classification for categorical outcomes (e.g., BBB penetration, CYP inhibition). Dataset: cyp2d6_veith. (1) The result is 0 (non-inhibitor). The compound is O=c1c(-c2ccccc2)nc2cnc(Oc3ccccc3)nc2n1C[C@H]1CCCO1. (2) The compound is CCOc1ccc(NC(=O)C(C)Oc2ccccc2C(=O)Nc2ccc(C)c(Cl)c2)cc1. The result is 0 (non-inhibitor). (3) The compound is C#CCCCC(=O)Nc1ccccc1. The result is 1 (inhibitor). (4) The drug is Cc1ccccc1C(=O)Oc1ccc(Br)cc1C(=S)N1CCCC1. The result is 0 (non-inhibitor). (5) The result is 0 (non-inhibitor). The compound is C#CCSc1n[nH]c(-c2ccco2)n1. (6) The molecule is COc1ccc(Sc2ccc(NC(=O)c3ccccc3Cl)cc2C#N)cc1. The result is 0 (non-inhibitor). (7) The drug is c1nc(NCCN2CCOCC2)c2cc(-c3ccoc3)ccc2n1. The result is 1 (inhibitor). (8) The molecule is CN[C@@H](CC(C)C)C(=O)N[C@@H]1C(=O)N[C@H](CC(N)=O)C(=O)N[C@@H]2C(=O)N[C@H]3C(=O)N[C@H](C(=O)N[C@H](C(=O)O)c4cc(O)cc(O)c4-c4cc3ccc4O)[C@H](O)c3ccc(c(Cl)c3)Oc3cc2cc(c3O[C@H]2O[C@@H](CO)[C@@H](O)[C@@H](O)[C@@H]2O[C@@H]2C[C@](C)(N)[C@H](O)[C@H](C)O2)Oc2ccc(cc2Cl)[C@@H]1O. The result is 0 (non-inhibitor). (9) The molecule is O=C(O)CCCCn1cnc2c(=S)nc[nH]c21. The result is 0 (non-inhibitor).